From a dataset of Peptide-MHC class I binding affinity with 185,985 pairs from IEDB/IMGT. Regression. Given a peptide amino acid sequence and an MHC pseudo amino acid sequence, predict their binding affinity value. This is MHC class I binding data. (1) The peptide sequence is GLLGNVSTV. The MHC is HLA-A02:02 with pseudo-sequence HLA-A02:02. The binding affinity (normalized) is 0.345. (2) The peptide sequence is DIEITCVYC. The binding affinity (normalized) is 0.433. The MHC is HLA-A03:02 with pseudo-sequence HLA-A03:02. (3) The peptide sequence is GSNNLKSLY. The MHC is Mamu-A02 with pseudo-sequence Mamu-A02. The binding affinity (normalized) is 0.842. (4) The peptide sequence is DISPTNIPL. The MHC is BoLA-T2C with pseudo-sequence BoLA-T2C. The binding affinity (normalized) is 1.00. (5) The peptide sequence is AVRHFPRIW. The MHC is HLA-B51:01 with pseudo-sequence HLA-B51:01. The binding affinity (normalized) is 0. (6) The peptide sequence is FLFILLLCLI. The MHC is HLA-A68:01 with pseudo-sequence HLA-A68:01. The binding affinity (normalized) is 0.241. (7) The peptide sequence is LLLLVAPAY. The binding affinity (normalized) is 0.587. The MHC is HLA-B15:01 with pseudo-sequence HLA-B15:01.